From a dataset of Kinase inhibitor bioactivity data combining Ki, Kd, and IC50 measurements. Regression. Given a target protein amino acid sequence and a drug SMILES string, predict the binding affinity score between them. We predict KIBA score (integrated kinase binding score). Dataset: kiba. (1) The drug is CNC(=O)C(C)n1cc(-c2cnc(N)c3c(-c4ccc(NC(=O)Nc5ccc(C)cc5)cc4)csc23)cn1. The target protein (Q5VT25) has sequence MSGEVRLRQLEQFILDGPAQTNGQCFSVETLLDILICLYDECNNSPLRREKNILEYLEWAKPFTSKVKQMRLHREDFEILKVIGRGAFGEVAVVKLKNADKVFAMKILNKWEMLKRAETACFREERDVLVNGDNKWITTLHYAFQDDNNLYLVMDYYVGGDLLTLLSKFEDRLPEDMARFYLAEMVIAIDSVHQLHYVHRDIKPDNILMDMNGHIRLADFGSCLKLMEDGTVQSSVAVGTPDYISPEILQAMEDGKGRYGPECDWWSLGVCMYEMLYGETPFYAESLVETYGKIMNHKERFQFPAQVTDVSENAKDLIRRLICSREHRLGQNGIEDFKKHPFFSGIDWDNIRNCEAPYIPEVSSPTDTSNFDVDDDCLKNSETMPPPTHTAFSGHHLPFVGFTYTSSCVLSDRSCLRVTAGPTSLDLDVNVQRTLDNNLATEAYERRIKRLEQEKLELSRKLQESTQTVQALQYSTVDGPLTASKDLEIKNLKEEIEKLR.... The KIBA score is 11.1. (2) The compound is Cc1nccn2c(-c3ccnc(NCC4(O)CC4)n3)c(-c3ccc(F)cc3F)nc12. The target protein (Q13557) has sequence MASTTTCTRFTDEYQLFEELGKGAFSVVRRCMKIPTGQEYAAKIINTKKLSARDHQKLEREARICRLLKHPNIVRLHDSISEEGFHYLVFDLVTGGELFEDIVAREYYSEADASHCIQQILESVNHCHLNGIVHRDLKPENLLLASKSKGAAVKLADFGLAIEVQGDQQAWFGFAGTPGYLSPEVLRKDPYGKPVDMWACGVILYILLVGYPPFWDEDQHRLYQQIKAGAYDFPSPEWDTVTPEAKDLINKMLTINPAKRITASEALKHPWICQRSTVASMMHRQETVDCLKKFNARRKLKGAILTTMLATRNFSAAKSLLKKPDGVKESTESSNTTIEDEDVKARKQEIIKVTEQLIEAINNGDFEAYTKICDPGLTAFEPEALGNLVEGMDFHRFYFENALSKSNKPIHTIILNPHVHLVGDDAACIAYIRLTQYMDGSGMPKTMQSEETRVWHRRDGKWQNVHFHRSGSPTVPIKPPCIPNGKENFSGGTSLWQNI. The KIBA score is 11.3. (3) The drug is CC(C)(C)c1cc(NC(=O)Nc2cccc3ccccc23)n(-c2cccc(C(=O)NCC#N)c2)n1. The target protein (Q8N4C8) has sequence MGDPAPARSLDDIDLSALRDPAGIFELVEVVGNGTYGQVYKGRHVKTGQLAAIKVMDVTEDEEEEIKQEINMLKKYSHHRNIATYYGAFIKKSPPGNDDQLWLVMEFCGAGSVTDLVKNTKGNALKEDCIAYICREILRGLAHLHAHKVIHRDIKGQNVLLTENAEVKLVDFGVSAQLDRTVGRRNTFIGTPYWMAPEVIACDENPDATYDYRSDIWSLGITAIEMAEGAPPLCDMHPMRALFLIPRNPPPRLKSKKWSKKFIDFIDTCLIKTYLSRPPTEQLLKFPFIRDQPTERQVRIQLKDHIDRSRKKRGEKEETEYEYSGSEEEDDSHGEEGEPSSIMNVPGESTLRREFLRLQQENKSNSEALKQQQQLQQQQQRDPEAHIKHLLHQRQRRIEEQKEERRRVEEQQRREREQRKLQEKEQQRRLEDMQALRREEERRQAEREQEYKRKQLEEQRQSERLQRQLQQEHAYLKSLQQQQQQQQLQKQQQQQLLPGD.... The KIBA score is 11.2. (4) The drug is NCC(O)C(O)Cn1cc(I)c2c(N)ncnc21. The KIBA score is 11.7. The target protein (P04629) has sequence MLRGGRRGQLGWHSWAAGPGSLLAWLILASAGAAPCPDACCPHGSSGLRCTRDGALDSLHHLPGAENLTELYIENQQHLQHLELRDLRGLGELRNLTIVKSGLRFVAPDAFHFTPRLSRLNLSFNALESLSWKTVQGLSLQELVLSGNPLHCSCALRWLQRWEEEGLGGVPEQKLQCHGQGPLAHMPNASCGVPTLKVQVPNASVDVGDDVLLRCQVEGRGLEQAGWILTELEQSATVMKSGGLPSLGLTLANVTSDLNRKNVTCWAENDVGRAEVSVQVNVSFPASVQLHTAVEMHHWCIPFSVDGQPAPSLRWLFNGSVLNETSFIFTEFLEPAANETVRHGCLRLNQPTHVNNGNYTLLAANPFGQASASIMAAFMDNPFEFNPEDPIPVSFSPVDTNSTSGDPVEKKDETPFGVSVAVGLAVFACLFLSTLLLVLNKCGRRNKFGINRPAVLAPEDGLAMSLHFMTLGGSSLSPTEGKGSGLQGHIIENPQYFSDA.... (5) The small molecule is Cc1ccc(F)c(NC(=O)Nc2ccc(-c3ccc4nccnc4c3N)cc2)c1. The target protein (Q86V86) has sequence MLLSKFGSLAHLCGPGGVDHLPVKILQPAKADKESFEKAYQVGAVLGSGGFGTVYAGSRIADGLPVAVKHVVKERVTEWGSLGGATVPLEVVLLRKVGAAGGARGVIRLLDWFERPDGFLLVLERPEPAQDLFDFITERGALDEPLARRFFAQVLAAVRHCHSCGVVHRDIKDENLLVDLRSGELKLIDFGSGALLKDTVYTDFDGTRVYSPPEWIRYHRYHGRSATVWSLGVLLYDMVCGDIPFEQDEEILRGRLLFRRRVSPECQQLIRWCLSLRPSERPSLDQIAAHPWMLGADGGVPESCDLRLCTLDPDDVASTTSSSESL. The KIBA score is 11.2.